This data is from Drug-target binding data from BindingDB using Ki measurements. The task is: Regression. Given a target protein amino acid sequence and a drug SMILES string, predict the binding affinity score between them. We predict pKi (pKi = -log10(Ki in M); higher means stronger inhibition). Dataset: bindingdb_ki. (1) The small molecule is O=S(=O)(c1ccccc1)N(CCCNCCCN(Cc1ccccc1)S(=O)(=O)c1ccccc1)Cc1ccccc1. The target protein sequence is MALTVKEEEFSNTLIKNASAFDRLKLGNLKNLKIQKKLQFLYLILFVLITGVFFFFLIGNFYSHRKLYQVIKNTKHTTIGFKIDRPHDKVLSSVLKNKLSTYVKESFKFFKSGYAQKGYLGSENDSIELDDVANLMFYGEGQIGTNKQPFMFIFDTGSANLWVPSVNCDSIGCSTKHLYDASASKSYEKDGTKVEISYGSGTVRGYFSKDVISLGDLSLPYKFIEVTDADDLEPIYSGSEFDGILGLGWKDLSIGSIDPVVVELKKQNKIDNALFTFYLPVHDKHVGYLTIGGIESDFYEGPLTYEKLNHDLYWQIDLDIHFGKYVMQKANAVVDSGTSTITAPTSFLNKFFRDMNVIKVPFLPLYVTTCDNDDLPTLEFHSRNNKYTLEPEFYMDPLSDIDPALCMLYILPVDIDDNTFILGDPFMRKYFTVFDYEKESVGFAVAKNL. The pKi is 4.4. (2) The drug is COc1ccc(N2CCN(C(=O)c3cc4c(s3)-c3ccccc3S(=O)(=O)C4)CC2)cc1. The target protein sequence is MCGNNMSTPLPAIVPAARKATAAVIFLHGLGDTGHGWAEAFAGIRSSHIKYICPHAPVRPVTLNMNVAMPSWFDIIGLSPDSPEDESGIKQAAENIKALIDQEVKNGIPSNRIILGGFSQGGALSLYTALTTQQKLAGVTALSCWLPLRASFPQGPIGGANRDISILQCHGDCDPLVPLMFGSLTVEKLKTLVNPANVTFKTYEGMMHSSCQQEMMDVKQFIDKLLPPID. The pKi is 5.0. (3) The small molecule is CC(C)c1nc(CN(C)C(=O)N[C@H](C(=O)N[C@@H](Cc2ccccc2)C[C@H](O)[C@H](Cc2ccccc2)NC(=O)OCc2cncs2)C(C)C)cs1. The target protein sequence is PQITLWQRPLVTIKIGGQLKEALLDTGADNTVLEEISLPGRWKPKMIGGIGGFIKVRQYDQILIEICGHKAIGTVLVGPTPVNIIGRNLLTQIGCTLNF. The pKi is 8.3.